This data is from CYP2C9 inhibition data for predicting drug metabolism from PubChem BioAssay. The task is: Regression/Classification. Given a drug SMILES string, predict its absorption, distribution, metabolism, or excretion properties. Task type varies by dataset: regression for continuous measurements (e.g., permeability, clearance, half-life) or binary classification for categorical outcomes (e.g., BBB penetration, CYP inhibition). Dataset: cyp2c9_veith. (1) The result is 1 (inhibitor). The drug is COc1ccc(/C=C/C(=O)c2ccoc2)cc1. (2) The drug is Cc1ccc(NC(=O)c2ccc(NCC3CCCO3)c([N+](=O)[O-])c2)cc1Cl. The result is 1 (inhibitor). (3) The drug is O=C(NNc1nc2ccccc2s1)C1CC1. The result is 0 (non-inhibitor). (4) The compound is CCN1C[C@@]2(COC)CC[C@H](O)[C@@]34[C@H]5C[C@@H]6[C@H](OC(C)=O)[C@H]5[C@@](O)(C[C@H]6OC)[C@@H](C[C@@H]32)[C@@H]14. The result is 0 (non-inhibitor). (5) The result is 0 (non-inhibitor). The drug is COc1ccc(NC(=S)Nc2ccccc2)cc1. (6) The drug is CCOc1ccc(-n2c(N)c(C(=O)NCC3CCCO3)sc2=S)cc1. The result is 1 (inhibitor). (7) The compound is CCC/C=C(\CCC)C(NC(=O)c1ccc(C(=O)OC)cc1)c1ccc(C(=O)OC)cc1. The result is 1 (inhibitor).